From a dataset of Experimentally validated miRNA-target interactions with 360,000+ pairs, plus equal number of negative samples. Binary Classification. Given a miRNA mature sequence and a target amino acid sequence, predict their likelihood of interaction. (1) The miRNA is hsa-miR-877-3p with sequence UCCUCUUCUCCCUCCUCCCAG. The protein sequence of the target gene is MSQSGEENLQGSWVELHFSNGNGSSVPASVSIYNGDMEKILLDAQHESGRSSSKSSHCDSPPRSQTPQDTNRAEIDSHSFGEKNSTLSEEDYIERRREVESILKKNSDWIWDWSSRPENIPPKEFLFKHPKRTATLSMRNTSVMKKGGIFSADFLKVFLPSLLLSHLLAIGLGIYIGRRLTTSTSTF. Result: 0 (no interaction). (2) The miRNA is mmu-miR-654-3p with sequence UAUGUCUGCUGACCAUCACCUU. The protein sequence of the target gene is MDPAGAADPSVPPNPLTHLSLQDRSEMQLQSEADRRSLPGTWTRSSPEHTTILRGGVRRCLQQQCEQTVRILHAKVAQKSYGNEKRFFCPPPCVYLSGPGWRVKPGQDQAHQAGETGPTVCGYMGLDSASGSATETQKLNFEQQPDSREFGCAKTLYISDADKRKHFRLVLRLVLRGGRELGTFHSRLIKVISKPSQKKQSLKNTDLCISSGSKVSLFNRLRSQTVSTRYLSVEDGAFVASARQWAAFTLHLADGHSAQGDFPPREGYVRYGSLVQLVCTVTGITLPPMIIRKVAKQCAL.... Result: 0 (no interaction). (3) The miRNA is hsa-miR-4733-3p with sequence CCACCAGGUCUAGCAUUGGGAU. The protein sequence of the target gene is MAAGVPCALVTSCSSVFSGDQLVQHILGTEDLIVEVTSNDAVRFYPWTIDNKYYSADINLCVVPNKFLVTAEIAESVQAFVVYFDSTQKSGLDSVSSWLPLAKAWLPEVMILVCDRVSEDGINRQKAQEWCIKHGFELVELSPEELPEEDDDFPESTGVKRIVQALNANVWSNVVMKNDRNQGFSLLNSLTGTNHSIGSADPCHPEQPHLPAADSTESLSDHRGGASNTTDAQVDSIVDPMLDLDIQELASLTTGGGDVENFERLFSKLKEMKDKAATLPHEQRKVHAEKVAKAFWMAIG.... Result: 0 (no interaction). (4) The miRNA is hsa-miR-93-3p with sequence ACUGCUGAGCUAGCACUUCCCG. The protein sequence of the target gene is MSLLSSRAARVPGPSSSLCALLVLLLLLTQPGPIASAGPAAAVLRELRCVCLQTTQGVHPKMISNLQVFAIGPQCSKVEVVASLKNGKEICLDPEAPFLKKVIQKILDGGNKEN. Result: 1 (interaction). (5) The miRNA is hsa-miR-30a-5p with sequence UGUAAACAUCCUCGACUGGAAG. The protein sequence of the target gene is MGNSLLRENRRQQNTQEMPWNVRMQSPKQRTSRCWDHHIAEGCFCLPWKKILIFEKRQDSQNENERMSSTPIQDNVDQTYSEELCYTLINHRVLCTRPSGNSAEEYYENVPCKAERPRESLGGTETEYSLLHMPSTDPRHARSPEDEYELLMPHRISSHFLQQPRPLMAPSETQFSHL. Result: 1 (interaction). (6) The miRNA is mmu-miR-875-5p with sequence UAUACCUCAGUUUUAUCAGGUG. The protein sequence of the target gene is MALSQGLFTFKDVAIEFSQEEWECLDPAQRALYRDVMLENYRNLLSLDEDNIPPEDDISVGFTSKGLSPKENNKEELYHLVILERKESHGINNFDLKEVWENMPKFDSLWDYDVKNYKGMPLTCNKNLTHRKDQQHNKSSIHFSLKQSVSIRDSAHQYFIHDKPFIRNLLKLKNNIRYAGNKYVKCFENKIGLSLQAQLAELQRFQTGEKMYECNPVEKSINSSSVSPLPPCVKNICNKYRKILKYPLLHTQYGRTHIREKSYKCNDCGKAFSKSSNLTNHQRIHSGQRPYKCNECGKAF.... Result: 0 (no interaction). (7) The miRNA is hsa-miR-4768-3p with sequence CCAGGAGAUCCAGAGAGAAU. The protein sequence of the target gene is MAKRSRSEDEDDDLQYADHDYEVPQQKGLKKLWNRVKWTRDEDDKLKKLVEQHGTDDWTLIASHLQNRSDFQCQHRWQKVLNPELIKGPWTKEEDQRVIELVQKYGPKRWSLIAKHLKGRIGKQCRERWHNHLNPEVKKSSWTEEEDRIIYEAHKRLGNRWAEIAKLLPGRTDNSIKNHWNSTMRRKVEQEGYLQDGIKSERSSSKLQHKPCAAMDHMQTQNQFYIPVQIPGYQYVSPEGNCIEHVQPTSAFIQQPFIDEDPDKEKKIKELEMLLMSAENEVRRKRIPSQPGSFSSWSGS.... Result: 1 (interaction). (8) The miRNA is hsa-miR-885-3p with sequence AGGCAGCGGGGUGUAGUGGAUA. The protein sequence of the target gene is MSGRSVPHAHPATAEYEFANPSRLGEQRFGEGLLPEEILTPTLYHGYYVRPRAAPAGEGSRAGASELRLSEGKFQAFLDVSHFTPDEVTVRTVDNLLEVSARHPQRLDRHGFVSREFCRTYVLPADVDPWRVRAALSHDGILNLEAPRGGRHLDTEVNEVYISLLPAPPDPEEEEEAAIVEP. Result: 0 (no interaction).